From a dataset of Forward reaction prediction with 1.9M reactions from USPTO patents (1976-2016). Predict the product of the given reaction. (1) Given the reactants COC1C=CC(C[N:8]([C:31]2[S:35][N:34]=[CH:33][N:32]=2)[S:9]([C:12]2[CH:13]=[C:14]3[C:19](=[CH:20][CH:21]=2)[C:18]([C:22]2[CH:27]=[CH:26][CH:25]=[CH:24][C:23]=2[O:28][CH3:29])=[N:17][NH:16][C:15]3=[O:30])(=[O:11])=[O:10])=CC=1.C(O)(C(F)(F)F)=O, predict the reaction product. The product is: [CH3:29][O:28][C:23]1[CH:24]=[CH:25][CH:26]=[CH:27][C:22]=1[C:18]1[C:19]2[C:14](=[CH:13][C:12]([S:9]([NH:8][C:31]3[S:35][N:34]=[CH:33][N:32]=3)(=[O:10])=[O:11])=[CH:21][CH:20]=2)[C:15](=[O:30])[NH:16][N:17]=1. (2) The product is: [NH2:10][C:8]1[CH:9]=[C:4]2[C:5]([CH2:13][C:14](=[O:16])[NH:1]2)=[CH:6][CH:7]=1. Given the reactants [N+:1]([C:4]1[CH:9]=[C:8]([N+:10]([O-])=O)[CH:7]=[CH:6][C:5]=1[CH2:13][C:14]([OH:16])=O)([O-])=O.CC(O)=O, predict the reaction product. (3) Given the reactants [C:1]1([N:7]2[C:11]([C:12]3[CH:17]=[CH:16][CH:15]=[CH:14][CH:13]=3)=[CH:10][CH:9]=[C:8]2[C:18]2[CH:19]=[C:20]3[C:25](=[CH:26][CH:27]=2)[CH:24]=[C:23]([O:28][CH2:29][C:30]2[CH:39]=[CH:38][C:33]([C:34]([O:36]C)=[O:35])=[CH:32][CH:31]=2)[CH:22]=[CH:21]3)[CH:6]=[CH:5][CH:4]=[CH:3][CH:2]=1.[OH-].[Na+], predict the reaction product. The product is: [C:1]1([N:7]2[C:11]([C:12]3[CH:13]=[CH:14][CH:15]=[CH:16][CH:17]=3)=[CH:10][CH:9]=[C:8]2[C:18]2[CH:19]=[C:20]3[C:25](=[CH:26][CH:27]=2)[CH:24]=[C:23]([O:28][CH2:29][C:30]2[CH:31]=[CH:32][C:33]([C:34]([OH:36])=[O:35])=[CH:38][CH:39]=2)[CH:22]=[CH:21]3)[CH:6]=[CH:5][CH:4]=[CH:3][CH:2]=1.